Dataset: Human liver microsome stability data. Task: Regression/Classification. Given a drug SMILES string, predict its absorption, distribution, metabolism, or excretion properties. Task type varies by dataset: regression for continuous measurements (e.g., permeability, clearance, half-life) or binary classification for categorical outcomes (e.g., BBB penetration, CYP inhibition). Dataset: hlm. (1) The molecule is NC1Cc2cc(Oc3ccccc3)ccc2-n2cnnc21. The result is 0 (unstable in human liver microsomes). (2) The drug is COc1cc2c(NC3CCN(C)CC3)cc(-c3ccc(C)o3)nc2cc1OCCCN1CCCC1. The result is 0 (unstable in human liver microsomes).